This data is from Drug-target binding data from BindingDB using IC50 measurements. The task is: Regression. Given a target protein amino acid sequence and a drug SMILES string, predict the binding affinity score between them. We predict pIC50 (pIC50 = -log10(IC50 in M); higher means more potent). Dataset: bindingdb_ic50. (1) The compound is C=c1[nH]oc(=O)c1=Cc1ccc(-c2ccccc2)o1. The target protein (Q8ZEY1) has sequence MTTANQPICPSPAKWPSPAKLNLFLYITGQRADGYHQLQTLFQFLDYGDQLTIEPRDDNQIRLLTPIAGVENEQNLIVRAAKMLQKHPGNTPVPRGADISIDKCLPMGGGLGGGSSNAATVLVALNLLWQCGLTDEQLADLGLTLGADVPVFVRGHAAFAEGIGEKLQPAEPVEKWYLVIHPGVNIPTPIIFSDPELKRNTPIRPLAALLSTPYANDCEPIARKRFREVEQALSWLLEYAPSRLTGTGACVFAEFDTESSARQVLSIAPEWLHGFVARGVNVSPLHRVRSGKIESSERR. The pIC50 is 5.2. (2) The compound is CC(=O)N[C@H](C(=O)N[C@@H](CCCCN)C(=O)N[C@H](C(N)=O)[C@@H](C)O[C@H]1O[C@H](CO)[C@@H](O)[C@H](O)[C@@H]1O[C@H]1O[C@H](COP(=O)(O)O)[C@@H](O)[C@H](O)[C@@H]1O)[C@@H](C)O[C@H]1O[C@H](CO)[C@@H](O)[C@H](O)[C@@H]1O[C@H]1O[C@H](COP(=O)(O)O)[C@@H](O)[C@H](O)[C@@H]1O. The target protein (P11717) has sequence MGAAAGRSPHLGPAPARRPQRSLLLLQLLLLVAAPGSTQAQAAPFPELCSYTWEAVDTKNNVLYKINICGSVDIVQCGPSSAVCMHDLKTRTYHSVGDSVLRSATRSLLEFNTTVSCDQQGTNHRVQSSIAFLCGKTLGTPEFVTATECVHYFEWRTTAACKKDIFKANKEVPCYVFDEELRKHDLNPLIKLSGAYLVDDSDPDTSLFINVCRDIDTLRDPGSQLRACPPGTAACLVRGHQAFDVGQPRDGLKLVRKDRLVLSYVREEAGKLDFCDGHSPAVTITFVCPSERREGTIPKLTAKSNCRYEIEWITEYACHRDYLESKTCSLSGEQQDVSIDLTPLAQSGGSSYISDGKEYLFYLNVCGETEIQFCNKKQAAVCQVKKSDTSQVKAAGRYHNQTLRYSDGDLTLIYFGGDECSSGFQRMSVINFECNKTAGNDGKGTPVFTGEVDCTYFFTWDTEYACVKEKEDLLCGATDGKKRYDLSALVRHAEPEQNWE.... The pIC50 is 4.7. (3) The drug is O=C(O[C@@H]1Cc2c(O)cc(O)cc2O[C@@H]1c1cc(O)c(O)c(O)c1)c1cc(O)c(O)c(O)c1. The target protein sequence is MSVLHRFYLFFLFTKFFHCYKISYVLKNAKLAPNHAIKNINSLNLLSENKKENYYYCGENKVALVTGAGRGIGREIAKMLAKSVSHVICISRTQKSCDSVVDEIKSFGYESSGYAGDVSKKEEISEVINKILTEHKNVDILVNNAGITRDNLFLRMKNDEWEDVLRTNLNSLFYITQPISKRMINNRYGRIINISSIVGLTGNVGQANYSSSKAGVIGFTKSLAKELASRNITVNAIAPGFISSDMTDKISEQIKKNIISNIPAGRMGTPEEVANLACFLSSDKSGYINGRVFVIDGGLSP. The pIC50 is 6.5. (4) The small molecule is Oc1cc(Cc2ccccc2)c(Cc2ccccc2)cc1O. The target protein sequence is MRTLLIRYILWRNDNDQTYYNDDFKKLMLLDELVDDGDVCTLIKNMRMTLSDGPLLDRLNQPVNNIEDAKRMIAISAKVARDIGERSEIRWEESFTILFRMIETYFDDLMIDLYGEK. The pIC50 is 5.7.